From a dataset of Catalyst prediction with 721,799 reactions and 888 catalyst types from USPTO. Predict which catalyst facilitates the given reaction. (1) Reactant: [NH2:1][C:2]1[C:3](Cl)=[N:4][CH:5]=[CH:6][CH:7]=1.COC.C1(P(C2C=CC=CC=2)C2C=CC=CC=2)C=CC=CC=1.C(=O)([O-])[O-].[Na+].[Na+].[CH:37]([C:39]1[CH:44]=[CH:43][CH:42]=[CH:41][C:40]=1B(O)O)=O. Product: [N:1]1[CH:2]=[CH:7][CH:6]=[C:5]2[C:37]=1[C:39]1[CH:44]=[CH:43][CH:42]=[CH:41][C:40]=1[CH:3]=[N:4]2. The catalyst class is: 167. (2) Reactant: [C:1]([O:4][C:5]1[CH:15]=[CH:14][CH:13]=[CH:12][C:6]=1[C:7]([O:9][CH2:10]Cl)=[O:8])(=[O:3])[CH3:2].[N+:16]([O:19][CH:20]([CH2:33][O:34][N+:35]([O-:37])=[O:36])[CH2:21][O:22][C:23]1[CH:28]=[CH:27][C:26]([CH2:29][C:30]([OH:32])=[O:31])=[CH:25][CH:24]=1)([O-:18])=[O:17].CCN(CC)CC. Product: [C:1]([O:4][C:5]1[CH:15]=[CH:14][CH:13]=[CH:12][C:6]=1[C:7]([O:9][CH2:10][O:32][C:30](=[O:31])[CH2:29][C:26]1[CH:25]=[CH:24][C:23]([O:22][CH2:21][CH:20]([O:19][N+:16]([O-:18])=[O:17])[CH2:33][O:34][N+:35]([O-:37])=[O:36])=[CH:28][CH:27]=1)=[O:8])(=[O:3])[CH3:2]. The catalyst class is: 18. (3) Reactant: Cl.[CH3:2][O:3][C:4](=[O:10])[C@@H:5]1[CH2:9][CH2:8][CH2:7][NH:6]1.C(N(CC)CC)C.[S:18](Cl)([Cl:21])(=[O:20])=[O:19]. Product: [Cl:21][S:18]([N:6]1[CH2:7][CH2:8][CH2:9][C@H:5]1[C:4]([O:3][CH3:2])=[O:10])(=[O:20])=[O:19]. The catalyst class is: 451. (4) Reactant: CO[C:3]([C:5]1[CH:10]=[CH:9][N:8]2[CH:11]=[N:12][CH:13]=[C:7]2[C:6]=1[NH:14][C:15]1[CH:20]=[CH:19][C:18]([Br:21])=[CH:17][C:16]=1[F:22])=[O:4].[OH-].[Na+].[CH:25]([O:27][CH2:28][CH2:29][O:30][NH2:31])=[CH2:26].CCN=C=NCCCN(C)C.C1C=CC2N(O)N=NC=2C=1. Product: [CH:25]([O:27][CH2:28][CH2:29][O:30][NH:31][C:3]([C:5]1[CH:10]=[CH:9][N:8]2[CH:11]=[N:12][CH:13]=[C:7]2[C:6]=1[NH:14][C:15]1[CH:20]=[CH:19][C:18]([Br:21])=[CH:17][C:16]=1[F:22])=[O:4])=[CH2:26]. The catalyst class is: 13. (5) Reactant: [NH2:1][CH2:2][C:3]([NH2:6])([CH3:5])[CH3:4].C(N(CC)CC)C.Cl[C:15]1[C:24]2[C:19](=[CH:20][CH:21]=[CH:22][CH:23]=2)[N:18]=[CH:17][C:16]=1[N+:25]([O-:27])=[O:26]. Product: [N+:25]([C:16]1[CH2:17][N:18]([NH:1][CH2:2][C:3]([CH3:5])([NH2:6])[CH3:4])[C:19]2[C:24]([CH:15]=1)=[CH:23][CH:22]=[CH:21][CH:20]=2)([O-:27])=[O:26]. The catalyst class is: 4. (6) Reactant: [Br:1][C:2]1[CH:7]=[CH:6][C:5]([C:8]2[CH:16]=[CH:15][C:11]([C:12](O)=[O:13])=[CH:10][CH:9]=2)=[CH:4][CH:3]=1.Cl.[CH3:18][NH2:19].O. Product: [CH3:18][NH:19][C:12](=[O:13])[C:11]1[CH:15]=[CH:16][C:8]([C:5]2[CH:6]=[CH:7][C:2]([Br:1])=[CH:3][CH:4]=2)=[CH:9][CH:10]=1. The catalyst class is: 9. (7) Reactant: [CH:1]([C:3]1[CH:4]=[C:5]([C:9]2[N:10]=[C:11]([N:27]3[CH2:32][CH2:31][O:30][CH2:29][CH2:28]3)[C:12]3[N:17]=[N:16][N:15]([C:18]4[CH:19]=[C:20]([CH:24]=[CH:25][CH:26]=4)[C:21]([O-])=[O:22])[C:13]=3[N:14]=2)[CH:6]=[CH:7][CH:8]=1)=[O:2].[H-].[H-].[H-].[H-].[Li+].[Al+3].C1COCC1.O.[OH-].[Na+]. Product: [N:27]1([C:11]2[C:12]3[N:17]=[N:16][N:15]([C:18]4[CH:19]=[C:20]([CH2:21][OH:22])[CH:24]=[CH:25][CH:26]=4)[C:13]=3[N:14]=[C:9]([C:5]3[CH:4]=[C:3]([CH2:1][OH:2])[CH:8]=[CH:7][CH:6]=3)[N:10]=2)[CH2:28][CH2:29][O:30][CH2:31][CH2:32]1. The catalyst class is: 1.